Dataset: Reaction yield outcomes from USPTO patents with 853,638 reactions. Task: Predict the reaction yield, written as a fraction of the theoretical maximum amount of product (1.0 means a 100% yield; for example, 0.34 means a 34% yield). The reactants are [N:1]1[CH:6]=[CH:5][CH:4]=[CH:3][C:2]=1[CH2:7][NH:8][C:9]([C:11]1[C:12]([C:17]2[CH:22]=[CH:21][CH:20]=[CH:19][CH:18]=2)=[N:13][O:14][C:15]=1[CH3:16])=O.P(Cl)(Cl)(Cl)=O.C(=O)(O)[O-].[Na+]. The catalyst is ClC(Cl)C.ClCCl. The product is [CH3:16][C:15]1[O:14][N:13]=[C:12]([C:17]2[CH:22]=[CH:21][CH:20]=[CH:19][CH:18]=2)[C:11]=1[C:9]1[N:1]2[CH:6]=[CH:5][CH:4]=[CH:3][C:2]2=[CH:7][N:8]=1. The yield is 0.470.